Dataset: Forward reaction prediction with 1.9M reactions from USPTO patents (1976-2016). Task: Predict the product of the given reaction. (1) Given the reactants [CH3:1][O:2][C:3]1[CH:4]=[C:5]([CH:22]=[C:23]([O:27][CH3:28])[C:24]=1[O:25][CH3:26])[C:6]([N:8]1[CH2:12][CH2:11][C:10]([C:16]2[CH:21]=[CH:20][CH:19]=[CH:18][N:17]=2)([CH2:13][CH:14]=O)[CH2:9]1)=[O:7].[CH2:29]([O:31][CH2:32][CH2:33][N:34]1[C:38]2[CH:39]=[CH:40][CH:41]=[CH:42][C:37]=2[N:36]=[C:35]1[N:43]1[CH2:49][CH2:48][CH2:47][NH:46][CH2:45][CH2:44]1)[CH3:30].C([BH3-])#N.[Na+].[OH-].[Na+], predict the reaction product. The product is: [CH3:28][O:27][C:23]1[CH:22]=[C:5]([CH:4]=[C:3]([O:2][CH3:1])[C:24]=1[O:25][CH3:26])[C:6]([N:8]1[CH2:12][CH2:11][C:10]([CH2:13][CH2:14][N:46]2[CH2:47][CH2:48][CH2:49][N:43]([C:35]3[N:34]([CH2:33][CH2:32][O:31][CH2:29][CH3:30])[C:38]4[CH:39]=[CH:40][CH:41]=[CH:42][C:37]=4[N:36]=3)[CH2:44][CH2:45]2)([C:16]2[CH:21]=[CH:20][CH:19]=[CH:18][N:17]=2)[CH2:9]1)=[O:7]. (2) Given the reactants Cl[C:2]1[N:7]=[C:6]([C:8]2[S:12][C:11]([C:13]([CH3:16])([CH3:15])[CH3:14])=[N:10][C:9]=2[C:17]2[CH:18]=[CH:19][C:20]([F:35])=[C:21]([NH:23][S:24]([C:27]3[C:32]([F:33])=[CH:31][CH:30]=[CH:29][C:28]=3[F:34])(=[O:26])=[O:25])[CH:22]=2)[CH:5]=[CH:4][N:3]=1.[NH2:36][CH:37]1[CH2:42][CH2:41][CH:40]([NH:43][S:44]([CH3:47])(=[O:46])=[O:45])[CH2:39][CH2:38]1, predict the reaction product. The product is: [CH3:14][C:13]([C:11]1[S:12][C:8]([C:6]2[CH:5]=[CH:4][N:3]=[C:2]([NH:36][C@H:37]3[CH2:42][CH2:41][C@H:40]([NH:43][S:44]([CH3:47])(=[O:46])=[O:45])[CH2:39][CH2:38]3)[N:7]=2)=[C:9]([C:17]2[CH:18]=[CH:19][C:20]([F:35])=[C:21]([NH:23][S:24]([C:27]3[C:32]([F:33])=[CH:31][CH:30]=[CH:29][C:28]=3[F:34])(=[O:26])=[O:25])[CH:22]=2)[N:10]=1)([CH3:16])[CH3:15].